From a dataset of Full USPTO retrosynthesis dataset with 1.9M reactions from patents (1976-2016). Predict the reactants needed to synthesize the given product. (1) Given the product [CH:1]1([CH2:4][CH2:5][NH:6][C:7]([C:9]2[N:10]=[N:11][C:12]([N:15]3[CH2:20][CH2:19][CH:18]([CH2:21][O:22][C:24]4[CH:29]=[CH:28][CH:27]=[CH:26][C:25]=4[C:30]([F:33])([F:32])[F:31])[CH2:17][CH2:16]3)=[CH:13][CH:14]=2)=[O:8])[CH2:2][CH2:3]1, predict the reactants needed to synthesize it. The reactants are: [CH:1]1([CH2:4][CH2:5][NH:6][C:7]([C:9]2[N:10]=[N:11][C:12]([N:15]3[CH2:20][CH2:19][CH:18]([CH2:21][OH:22])[CH2:17][CH2:16]3)=[CH:13][CH:14]=2)=[O:8])[CH2:3][CH2:2]1.O[C:24]1[CH:29]=[CH:28][CH:27]=[CH:26][C:25]=1[C:30]([F:33])([F:32])[F:31].C1(P(C2C=CC=CC=2)C2C=CC=CC=2)C=CC=CC=1.N(C(OCC)=O)=NC(OCC)=O. (2) Given the product [ClH:27].[Cl:27][C:28]1[CH:29]=[C:30]2[C:35](=[CH:36][CH:37]=1)[CH:34]=[C:33]([S:38]([NH:1][C@H:2]1[CH2:6][CH2:5][N:4]([C:7]3[CH:8]=[CH:9][C:10]4[CH2:16][NH:15][CH2:14][CH2:13][CH2:12][C:11]=4[C:24]=3[F:25])[C:3]1=[O:26])(=[O:40])=[O:39])[CH:32]=[CH:31]2, predict the reactants needed to synthesize it. The reactants are: [NH2:1][C@H:2]1[CH2:6][CH2:5][N:4]([C:7]2[CH:8]=[CH:9][C:10]3[CH2:16][N:15](C(OC(C)(C)C)=O)[CH2:14][CH2:13][CH2:12][C:11]=3[C:24]=2[F:25])[C:3]1=[O:26].[Cl:27][C:28]1[CH:29]=[C:30]2[C:35](=[CH:36][CH:37]=1)[CH:34]=[C:33]([S:38](Cl)(=[O:40])=[O:39])[CH:32]=[CH:31]2.ClC1SC(/C=C/S(N[C@H]2CCN(C3C=CC4CN(C(OC(C)(C)C)=O)CCCC=4C=3)C2=O)(=O)=O)=CC=1.